Dataset: Reaction yield outcomes from USPTO patents with 853,638 reactions. Task: Predict the reaction yield, written as a fraction of the theoretical maximum amount of product (1.0 means a 100% yield; for example, 0.34 means a 34% yield). (1) The reactants are [OH:1][N:2]=[C:3]([Cl:14])[C@H:4]1[CH2:8][O:7][C:6]2([CH2:13][CH2:12][CH2:11][CH2:10][CH2:9]2)[O:5]1.[CH3:15][S:16](Cl)(=[O:18])=[O:17].C(N(C(C)C)C(C)C)C. The product is [CH3:15][S:16]([O:1][N:2]=[C:3]([Cl:14])[C@H:4]1[CH2:8][O:7][C:6]2([CH2:13][CH2:12][CH2:11][CH2:10][CH2:9]2)[O:5]1)(=[O:18])=[O:17]. The catalyst is C1COCC1. The yield is 0.738. (2) The reactants are [OH:1][C@H:2]1[CH2:7][CH2:6][C@H:5]([C:8]([N:10]([O:12][CH3:13])[CH3:11])=[O:9])[CH2:4][CH2:3]1.[H-].[Na+].[CH3:16]I.O. The catalyst is CN(C)C=O. The product is [CH3:13][O:12][N:10]([CH3:11])[C:8]([C@H:5]1[CH2:6][CH2:7][C@H:2]([O:1][CH3:16])[CH2:3][CH2:4]1)=[O:9]. The yield is 0.970. (3) The reactants are [OH:1][B:2]1[C:6]2[C:7]([CH2:11][CH2:12][C:13]([OH:15])=[O:14])=[CH:8][CH:9]=[CH:10][C:5]=2[CH2:4][O:3]1.[C:16]([O-])([O-])=O.[K+].[K+].IC. The catalyst is CN(C=O)C. The product is [OH:1][B:2]1[C:6]2[C:7]([CH2:11][CH2:12][C:13]([O:15][CH3:16])=[O:14])=[CH:8][CH:9]=[CH:10][C:5]=2[CH2:4][O:3]1. The yield is 0.690. (4) The catalyst is ClCCl.CCOC(C)=O.CCCCCC. The reactants are Cl.[F:2][C:3]1[CH:26]=[CH:25][C:6]([C:7]([NH:9][C:10]2[C:11]3[CH2:22][NH:21][C:20]([CH3:24])([CH3:23])[C:12]=3[N:13](C(OCC)=O)[N:14]=2)=[O:8])=[CH:5][CH:4]=1.C(N(CC)C(C)C)(C)C.CN(C(ON1N=NC2C=CC=CC1=2)=[N+](C)C)C.[B-](F)(F)(F)F.Cl.[CH3:59][N:60]1[CH2:65][CH2:64][CH:63]([C:66](O)=[O:67])[CH2:62][CH2:61]1.C(Cl)Cl.CO.[NH4+].[OH-]. The yield is 0.690. The product is [CH3:23][C:20]1([CH3:24])[C:12]2=[N:13][NH:14][C:10]([NH:9][C:7](=[O:8])[C:6]3[CH:5]=[CH:4][C:3]([F:2])=[CH:26][CH:25]=3)=[C:11]2[CH2:22][N:21]1[C:66]([CH:63]1[CH2:64][CH2:65][N:60]([CH3:59])[CH2:61][CH2:62]1)=[O:67]. (5) The reactants are [C:1]([O:5][C:6](=[O:27])[NH:7][C:8]1[CH:13]=[CH:12][CH:11]=[CH:10][C:9]=1/[CH:14]=[CH:15]\[C:16]1[CH:21]=[CH:20][C:19]([N+:22]([O-:24])=[O:23])=[CH:18][C:17]=1[CH2:25][OH:26])([CH3:4])([CH3:3])[CH3:2].CC(OI1(OC(C)=O)(OC(C)=O)OC(=O)C2C=CC=CC1=2)=O.C([O-])(O)=O.[Na+].OS([O-])=O.[Na+]. The catalyst is C(Cl)Cl. The product is [CH:25]([C:17]1[CH:18]=[C:19]([N+:22]([O-:24])=[O:23])[CH:20]=[CH:21][C:16]=1/[CH:15]=[CH:14]\[C:9]1[CH:10]=[CH:11][CH:12]=[CH:13][C:8]=1[NH:7][C:6](=[O:27])[O:5][C:1]([CH3:4])([CH3:3])[CH3:2])=[O:26]. The yield is 0.860. (6) The reactants are ClC1C=C(C=CC=1[C:11]1[CH:20]=[CH:19][C:18]2[C:13](=[CH:14][CH:15]=[C:16]([O:21]C)[CH:17]=2)[N:12]=1)C(O)=O.B(Br)(Br)Br.C(Cl)[Cl:28]. No catalyst specified. The product is [Cl:28][C:11]1[CH:20]=[CH:19][C:18]2[C:13](=[CH:14][CH:15]=[C:16]([OH:21])[CH:17]=2)[N:12]=1. The yield is 0.700. (7) The reactants are [O:1]=[C:2]1[CH2:7][CH2:6][CH2:5][CH2:4][CH:3]1[C:8]([O:10][CH2:11][CH3:12])=[O:9].[Br:13]Br. The catalyst is C(OCC)C. The product is [CH2:11]([O:10][C:8]([C:3]1[CH2:4][CH2:5][CH2:6][CH:7]([Br:13])[C:2]=1[OH:1])=[O:9])[CH3:12]. The yield is 0.940. (8) The reactants are [CH:1]1([CH2:4][NH2:5])[CH2:3][CH2:2]1.C(N(CC)C(C)C)(C)C.[Br:15][C:16]1[N:20]=[C:19](Br)[N:18]([CH2:22][CH:23]([CH3:25])[CH3:24])[N:17]=1. The catalyst is O1CCOCC1.CN(C)C(=O)C.CCOC(C)=O. The product is [Br:15][C:16]1[N:20]=[C:19]([NH:5][CH2:4][CH:1]2[CH2:3][CH2:2]2)[N:18]([CH2:22][CH:23]([CH3:25])[CH3:24])[N:17]=1. The yield is 0.350.